The task is: Predict which catalyst facilitates the given reaction.. This data is from Catalyst prediction with 721,799 reactions and 888 catalyst types from USPTO. (1) Reactant: IC.[Cl:3][C:4]1[CH:5]=[CH:6][C:7]2[O:11][C:10](=S)[NH:9][C:8]=2[CH:13]=1.[C:14]([O-])([O-])=O.[K+].[K+].ClC1C=CC=C(C(OO)=O)C=1.[S:31]([O-:35])([O-])(=O)=S.[Na+].[Na+]. Product: [Cl:3][C:4]1[CH:5]=[CH:6][C:7]2[O:11][C:10]([S:31]([CH3:14])=[O:35])=[N:9][C:8]=2[CH:13]=1. The catalyst class is: 1. (2) Reactant: [OH:1][CH2:2][CH2:3]/[CH:4]=[CH:5]/[C:6]([O:8]CC)=[O:7].O.[OH-].[Li+].Cl.O1CC[CH2:17][CH2:16]1. Product: [CH2:16](/[C:5](=[CH:4]\[CH2:3][CH2:2][OH:1])/[C:6]([OH:8])=[O:7])[CH3:17]. The catalyst class is: 6.